From a dataset of Reaction yield outcomes from USPTO patents with 853,638 reactions. Predict the reaction yield, written as a fraction of the theoretical maximum amount of product (1.0 means a 100% yield; for example, 0.34 means a 34% yield). (1) The reactants are [CH3:1][O:2][C:3]1[N:8]=[C:7]([O:9][CH3:10])[C:6](B(O)O)=[CH:5][N:4]=1.Br[C:15]1[CH:20]=[CH:19][CH:18]=[C:17]([F:21])[N:16]=1.C([O-])([O-])=O.[Na+].[Na+].C1C=CC(P(C2C=CC=CC=2)C2C=CC=CC=2)=CC=1. The catalyst is C(O)CC.CC([O-])=O.CC([O-])=O.[Pd+2]. The product is [F:21][C:17]1[N:16]=[C:15]([C:6]2[C:7]([O:9][CH3:10])=[N:8][C:3]([O:2][CH3:1])=[N:4][CH:5]=2)[CH:20]=[CH:19][CH:18]=1. The yield is 0.520. (2) The reactants are CO[C:3]([C@@H:5]1[CH2:19][C@H:18]2[C@@H:8]([CH2:9][C:10]3[C:20]4[C:13](=[CH:14][CH:15]=[CH:16][C:17]2=4)[N:12]([CH3:21])[CH:11]=3)[N:7]([CH3:22])[CH2:6]1)=[O:4].C(O)(=O)C.[CH3:27][N:28]([CH3:33])[CH2:29][CH2:30][CH2:31][NH2:32]. The catalyst is C(=O)(O)[O-].[Na+]. The product is [CH3:21][N:12]1[C:13]2[C:20]3[C:10]([CH2:9][C@@H:8]4[C@@H:18]([C:17]=3[CH:16]=[CH:15][CH:14]=2)[CH2:19][C@@H:5]([C:3]([NH:32][CH2:31][CH2:30][CH2:29][N:28]([CH3:33])[CH3:27])=[O:4])[CH2:6][N:7]4[CH3:22])=[CH:11]1. The yield is 0.890. (3) The yield is 0.510. The catalyst is C1COCC1.C1C=CC(/C=C/C(/C=C/C2C=CC=CC=2)=O)=CC=1.C1C=CC(/C=C/C(/C=C/C2C=CC=CC=2)=O)=CC=1.C1C=CC(/C=C/C(/C=C/C2C=CC=CC=2)=O)=CC=1.[Pd].[Pd]. The product is [Cl:1][C:2]1[CH:7]=[CH:6][C:5]([C@H:8]2[CH2:12][CH2:11][C@H:10]([C:13]3[CH:18]=[CH:17][C:16]([Cl:19])=[C:15]([N+:20]([O-:22])=[O:21])[CH:14]=3)[N:9]2[C:23]2[CH:28]=[CH:27][C:26]([C:41]3[CH:42]=[CH:43][C:44]([N:47]4[CH2:48][CH2:49][O:50][CH2:51][CH2:52]4)=[N:45][CH:46]=3)=[CH:25][CH:24]=2)=[CH:4][C:3]=1[N+:30]([O-:32])=[O:31]. The reactants are [Cl:1][C:2]1[CH:7]=[CH:6][C:5]([C@H:8]2[CH2:12][CH2:11][C@H:10]([C:13]3[CH:18]=[CH:17][C:16]([Cl:19])=[C:15]([N+:20]([O-:22])=[O:21])[CH:14]=3)[N:9]2[C:23]2[CH:28]=[CH:27][C:26](I)=[CH:25][CH:24]=2)=[CH:4][C:3]=1[N+:30]([O-:32])=[O:31].CC1(C)C(C)(C)OB([C:41]2[CH:42]=[CH:43][C:44]([N:47]3[CH2:52][CH2:51][O:50][CH2:49][CH2:48]3)=[N:45][CH:46]=2)O1.P([O-])([O-])([O-])=O.[K+].[K+].[K+].O. (4) The reactants are C([N:8]1[CH:21]=[C:20]([C:22]2[CH:27]=[CH:26][CH:25]=[C:24]([S:28]([CH2:31][CH3:32])(=[O:30])=[O:29])[CH:23]=2)[C:11]2[C:12]3[CH:18]=[C:17]([CH3:19])[CH:16]=[N:15][C:13]=3[NH:14][C:10]=2[C:9]1=[O:33])C1C=CC=CC=1. The catalyst is C(OC(=O)C)(=O)C. The product is [CH2:31]([S:28]([C:24]1[CH:23]=[C:22]([C:20]2[C:11]3[C:12]4[CH:18]=[C:17]([CH3:19])[CH:16]=[N:15][C:13]=4[NH:14][C:10]=3[C:9](=[O:33])[NH:8][CH:21]=2)[CH:27]=[CH:26][CH:25]=1)(=[O:29])=[O:30])[CH3:32]. The yield is 0.240. (5) The product is [CH2:34]([N:41]1[CH2:45][CH2:46][C:20]2([C:19]3[C:14](=[CH:15][CH:16]=[CH:17][C:18]=3[C@H:21]3[CH2:25][CH2:24][CH2:23][N:22]3[C:26]([O:28][C:29]([CH3:32])([CH3:31])[CH3:30])=[O:27])[NH:13][C:12]2=[O:11])[CH2:43][CH2:42]1)[C:35]1[CH:40]=[CH:39][CH:38]=[CH:37][CH:36]=1. The catalyst is C1COCC1. The reactants are C[Si]([N-][Si](C)(C)C)(C)C.[Na+].[O:11]=[C:12]1[CH2:20][C:19]2[C:14](=[CH:15][CH:16]=[CH:17][C:18]=2[C@H:21]2[CH2:25][CH2:24][CH2:23][N:22]2[C:26]([O:28][C:29]([CH3:32])([CH3:31])[CH3:30])=[O:27])[NH:13]1.Cl.[CH2:34]([N:41]([CH2:45][CH2:46]Cl)[CH2:42][CH2:43]Cl)[C:35]1[CH:40]=[CH:39][CH:38]=[CH:37][CH:36]=1. The yield is 0.328.